This data is from Human liver microsome stability data. The task is: Regression/Classification. Given a drug SMILES string, predict its absorption, distribution, metabolism, or excretion properties. Task type varies by dataset: regression for continuous measurements (e.g., permeability, clearance, half-life) or binary classification for categorical outcomes (e.g., BBB penetration, CYP inhibition). Dataset: hlm. The molecule is CC(C)CCC[C@@H](C)[C@H]1CC[C@H]2[C@@H](NC(=O)c3cccc(O)c3)CCC[C@]12C. The result is 0 (unstable in human liver microsomes).